From a dataset of Catalyst prediction with 721,799 reactions and 888 catalyst types from USPTO. Predict which catalyst facilitates the given reaction. (1) Reactant: [F:1][C:2]1[CH:31]=[CH:30][C:5]([CH2:6][NH:7][C:8]([C:10]2[N:11]=[C:12]3[CH:28]=[CH:27][C:26](I)=[CH:25][N:13]3[C:14](=[O:24])[C:15]=2[O:16][CH2:17][C:18]2[CH:23]=[CH:22][CH:21]=[CH:20][CH:19]=2)=[O:9])=[CH:4][CH:3]=1.[S:32]1(=[O:38])(=[O:37])[CH2:36][CH2:35][CH2:34][NH:33]1.C(=O)([O-])[O-].[K+].[K+].Cl. Product: [F:1][C:2]1[CH:31]=[CH:30][C:5]([CH2:6][NH:7][C:8]([C:10]2[N:11]=[C:12]3[CH:28]=[CH:27][C:26]([N:33]4[CH2:34][CH2:35][CH2:36][S:32]4(=[O:38])=[O:37])=[CH:25][N:13]3[C:14](=[O:24])[C:15]=2[O:16][CH2:17][C:18]2[CH:23]=[CH:22][CH:21]=[CH:20][CH:19]=2)=[O:9])=[CH:4][CH:3]=1. The catalyst class is: 122. (2) Reactant: Br[C:2]1[C:7]([CH2:8][O:9][Si:10]([C:13]([CH3:16])([CH3:15])[CH3:14])([CH3:12])[CH3:11])=[CH:6][CH:5]=[CH:4][N:3]=1.[CH3:17][N:18](C=O)C. Product: [Si:10]([O:9][CH2:8][C:7]1[C:2]([C:17]#[N:18])=[N:3][CH:4]=[CH:5][CH:6]=1)([C:13]([CH3:16])([CH3:15])[CH3:14])([CH3:12])[CH3:11]. The catalyst class is: 380. (3) Reactant: [CH2:1]([OH:5])[CH2:2][CH2:3][OH:4].CC(C)([O-])C.[K+].Cl[C:13]1[C:18]([C:19]#[N:20])=[C:17]([C:21]2[CH:26]=[CH:25][CH:24]=[CH:23][CH:22]=2)[C:16]([C:27]#[N:28])=[C:15]([S:29][CH2:30][C:31]2[N:32]=[C:33]([C:36]3[CH:41]=[CH:40][C:39]([Cl:42])=[CH:38][CH:37]=3)[S:34][CH:35]=2)[N:14]=1. Product: [Cl:42][C:39]1[CH:40]=[CH:41][C:36]([C:33]2[S:34][CH:35]=[C:31]([CH2:30][S:29][C:15]3[C:16]([C:27]#[N:28])=[C:17]([C:21]4[CH:22]=[CH:23][CH:24]=[CH:25][CH:26]=4)[C:18]([C:19]#[N:20])=[C:13]([O:4][CH2:3][CH2:2][CH2:1][OH:5])[N:14]=3)[N:32]=2)=[CH:37][CH:38]=1. The catalyst class is: 3.